Dataset: Full USPTO retrosynthesis dataset with 1.9M reactions from patents (1976-2016). Task: Predict the reactants needed to synthesize the given product. Given the product [C:1]([O:4][C@@H:5]1[C@@H:10]([O:11][C:12](=[O:14])[CH3:13])[C@H:9]([O:15][C:16](=[O:18])[CH3:17])[C@@H:8]([CH2:19][O:20][C:21](=[O:23])[CH3:22])[O:7][C@H:6]1[N:25]=[N+:26]=[N-:27])(=[O:3])[CH3:2], predict the reactants needed to synthesize it. The reactants are: [C:1]([O:4][C@@H:5]1[C@@H:10]([O:11][C:12](=[O:14])[CH3:13])[C@H:9]([O:15][C:16](=[O:18])[CH3:17])[C@@H:8]([CH2:19][O:20][C:21](=[O:23])[CH3:22])[O:7][C@@H:6]1Br)(=[O:3])[CH3:2].[N-:25]=[N+:26]=[N-:27].[Na+].